From a dataset of Rat liver microsome stability data. Regression/Classification. Given a drug SMILES string, predict its absorption, distribution, metabolism, or excretion properties. Task type varies by dataset: regression for continuous measurements (e.g., permeability, clearance, half-life) or binary classification for categorical outcomes (e.g., BBB penetration, CYP inhibition). Dataset: rlm. (1) The molecule is COc1ccnc(NC(=S)N2CCN(c3cccc(C(F)(F)F)c3)CC2)c1. The result is 0 (unstable in rat liver microsomes). (2) The molecule is CC(C)c1ccccc1-c1nc(NCc2ccc(-c3cccnc3)cc2)c2ccccc2n1. The result is 1 (stable in rat liver microsomes). (3) The result is 0 (unstable in rat liver microsomes). The drug is Cc1cccc(C(=O)Nc2ccc(N3CCC(N4CCCCC4)CC3)c(C(=O)O)c2)c1. (4) The drug is COc1ccc(-c2csc(Nc3cc4ccccc4cn3)n2)cc1OC. The result is 0 (unstable in rat liver microsomes). (5) The compound is COCn1ncc(-c2ccc(OCCCN3CCC[C@H]3C)cc2)cc1=O. The result is 0 (unstable in rat liver microsomes). (6) The molecule is O=C(Nc1ccc2oc(-c3ccncc3)nc2c1)c1ccccc1Cl. The result is 0 (unstable in rat liver microsomes).